From a dataset of Full USPTO retrosynthesis dataset with 1.9M reactions from patents (1976-2016). Predict the reactants needed to synthesize the given product. (1) Given the product [CH:11]1([C:12]2[CH:13]=[CH:14][CH:15]=[C:10]([I:9])[C:2]=2[C:1]([OH:4])=[O:3])[CH2:6][CH2:5]1, predict the reactants needed to synthesize it. The reactants are: [C:1]([OH:4])(=[O:3])[CH3:2].[C:5](O)(=O)[CH3:6].[I:9][C:10]1[CH:15]=[CH:14][CH:13]=[CH:12][CH:11]=1.II.O. (2) The reactants are: [N:1]([CH2:4][C:5]1[CH:10]=[C:9]([F:11])[C:8]([Br:12])=[CH:7][C:6]=1[F:13])=[N+]=[N-].C1C=CC(P(C2C=CC=CC=2)C2C=CC=CC=2)=CC=1.O. Given the product [Br:12][C:8]1[C:9]([F:11])=[CH:10][C:5]([CH2:4][NH2:1])=[C:6]([F:13])[CH:7]=1, predict the reactants needed to synthesize it.